Predict the reactants needed to synthesize the given product. From a dataset of Full USPTO retrosynthesis dataset with 1.9M reactions from patents (1976-2016). Given the product [Cl:30][C:29]1[C:24]([N:20]2[CH2:19][C:18]([CH2:17][O:16][C:6]3[C:5]([CH:2]4[CH2:3][CH2:4]4)=[CH:14][C:9]([C:10]([O:12][CH3:13])=[O:11])=[C:8]([F:15])[CH:7]=3)([CH3:22])[CH2:21]2)=[N:25][CH:26]=[C:27]([C:31]([F:33])([F:32])[F:34])[CH:28]=1, predict the reactants needed to synthesize it. The reactants are: Cl.[CH:2]1([C:5]2[C:6]([O:16][CH2:17][C:18]3([CH3:22])[CH2:21][NH:20][CH2:19]3)=[CH:7][C:8]([F:15])=[C:9]([CH:14]=2)[C:10]([O:12][CH3:13])=[O:11])[CH2:4][CH2:3]1.Br[C:24]1[C:29]([Cl:30])=[CH:28][C:27]([C:31]([F:34])([F:33])[F:32])=[CH:26][N:25]=1.C(=O)([O-])[O-].[Cs+].[Cs+].C1(P(C2C=CC=CC=2)C2C=CC3C(=CC=CC=3)C=2C2C3C(=CC=CC=3)C=CC=2P(C2C=CC=CC=2)C2C=CC=CC=2)C=CC=CC=1.